From a dataset of Peptide-MHC class I binding affinity with 185,985 pairs from IEDB/IMGT. Regression. Given a peptide amino acid sequence and an MHC pseudo amino acid sequence, predict their binding affinity value. This is MHC class I binding data. (1) The peptide sequence is IQIQATETA. The MHC is HLA-B15:01 with pseudo-sequence HLA-B15:01. The binding affinity (normalized) is 0.0847. (2) The peptide sequence is DMSHLKVALY. The MHC is HLA-A03:01 with pseudo-sequence HLA-A03:01. The binding affinity (normalized) is 0.307. (3) The peptide sequence is STTGEWPLII. The MHC is HLA-A68:02 with pseudo-sequence HLA-A68:02. The binding affinity (normalized) is 0.142. (4) The peptide sequence is MYPFIFFIV. The MHC is HLA-A68:02 with pseudo-sequence HLA-A68:02. The binding affinity (normalized) is 0.797. (5) The peptide sequence is YIDNTTSWY. The MHC is HLA-B40:01 with pseudo-sequence HLA-B40:01. The binding affinity (normalized) is 0.0847. (6) The peptide sequence is STTVKAACWW. The MHC is HLA-B18:01 with pseudo-sequence HLA-B18:01. The binding affinity (normalized) is 0. (7) The peptide sequence is SQIETGTPF. The MHC is HLA-C07:02 with pseudo-sequence HLA-C07:02. The binding affinity (normalized) is 0.0847.